The task is: Predict which catalyst facilitates the given reaction.. This data is from Catalyst prediction with 721,799 reactions and 888 catalyst types from USPTO. (1) Reactant: [CH3:1][S:2](Cl)(=[O:4])=[O:3].[Cl:6][C:7]1[CH:8]=[C:9]([CH:16]=[C:17]([Cl:19])[CH:18]=1)[CH:10]([OH:15])[C:11]([O:13][CH3:14])=[O:12].C(N(CC)CC)C.O. Product: [Cl:6][C:7]1[CH:8]=[C:9]([CH:10]([O:15][S:2]([CH3:1])(=[O:4])=[O:3])[C:11]([O:13][CH3:14])=[O:12])[CH:16]=[C:17]([Cl:19])[CH:18]=1. The catalyst class is: 4. (2) Reactant: C([O:3][C:4]([C:6]1[N:7]=[C:8]([N:16]2[CH2:21][CH2:20][CH2:19][CH2:18][S:17]2(=[O:23])=[O:22])[N:9]([CH3:15])[C:10](=[O:14])[C:11]=1[O:12][CH3:13])=[O:5])C.[OH-].[Na+].Cl. The catalyst class is: 8. Product: [O:23]=[S:17]1(=[O:22])[CH2:18][CH2:19][CH2:20][CH2:21][N:16]1[C:8]1[N:9]([CH3:15])[C:10](=[O:14])[C:11]([O:12][CH3:13])=[C:6]([C:4]([OH:5])=[O:3])[N:7]=1. (3) Reactant: [CH3:1][O:2][C:3]1[CH:19]=[CH:18][C:6]([CH2:7][N:8]2[CH:12]=[C:11]([CH2:13][CH2:14][CH2:15][CH2:16][OH:17])[N:10]=[N:9]2)=[CH:5][CH:4]=1.CC(OI1(OC(C)=O)(OC(C)=O)OC(=O)C2C=CC=CC1=2)=O. Product: [CH3:1][O:2][C:3]1[CH:19]=[CH:18][C:6]([CH2:7][N:8]2[CH:12]=[C:11]([CH2:13][CH2:14][CH2:15][CH:16]=[O:17])[N:10]=[N:9]2)=[CH:5][CH:4]=1. The catalyst class is: 2. (4) Reactant: [N:1]1[CH:6]=[CH:5][C:4]([C:7]2[C:8]([C:16]3[CH:17]=[C:18]([NH2:22])[CH:19]=[CH:20][CH:21]=3)=[N:9][N:10]3[CH2:15][CH2:14][CH2:13][S:12][C:11]=23)=[CH:3][CH:2]=1.[F:23][C:24]1[CH:25]=[C:26]([S:30](Cl)(=[O:32])=[O:31])[CH:27]=[CH:28][CH:29]=1.CN1CCOCC1. Product: [F:23][C:24]1[CH:25]=[C:26]([S:30]([NH:22][C:18]2[CH:19]=[CH:20][CH:21]=[C:16]([C:8]3[C:7]([C:4]4[CH:5]=[CH:6][N:1]=[CH:2][CH:3]=4)=[C:11]4[S:12][CH2:13][CH2:14][CH2:15][N:10]4[N:9]=3)[CH:17]=2)(=[O:32])=[O:31])[CH:27]=[CH:28][CH:29]=1. The catalyst class is: 2. (5) Reactant: [CH3:1][N:2]1[CH2:7][CH2:6][N:5]([CH2:8][C:9]2[CH:17]=[CH:16][C:12]([C:13]([OH:15])=O)=[CH:11][CH:10]=2)[CH2:4][CH2:3]1.[F:18][C:19]1[CH:24]=[CH:23][C:22]([CH:25]2[CH2:34][CH2:33][C:32]3[C:27](=[CH:28][CH:29]=[C:30]([O:35][C:36]4[N:41]=[CH:40][C:39]([NH2:42])=[CH:38][CH:37]=4)[CH:31]=3)[O:26]2)=[CH:21][CH:20]=1.Cl.CN(C)CCCN=C=NCC. Product: [F:18][C:19]1[CH:24]=[CH:23][C:22]([CH:25]2[CH2:34][CH2:33][C:32]3[C:27](=[CH:28][CH:29]=[C:30]([O:35][C:36]4[N:41]=[CH:40][C:39]([NH:42][C:13](=[O:15])[C:12]5[CH:11]=[CH:10][C:9]([CH2:8][N:5]6[CH2:4][CH2:3][N:2]([CH3:1])[CH2:7][CH2:6]6)=[CH:17][CH:16]=5)=[CH:38][CH:37]=4)[CH:31]=3)[O:26]2)=[CH:21][CH:20]=1. The catalyst class is: 46. (6) Product: [Br:1][C:2]1[CH:3]=[C:4]([CH:26]=[C:27]([Br:31])[C:28]=1[OH:29])[C:5]([N:7]1[CH2:12][CH2:11][O:10][C:9]2[N:13]=[CH:14][C:15]([C:17]3[CH:22]=[CH:21][C:20]([C:23](=[O:25])[CH3:24])=[CH:19][CH:18]=3)=[CH:16][C:8]1=2)=[O:6]. The catalyst class is: 35. Reactant: [Br:1][C:2]1[CH:3]=[C:4]([CH:26]=[C:27]([Br:31])[C:28]=1[O:29]C)[C:5]([N:7]1[CH2:12][CH2:11][O:10][C:9]2[N:13]=[CH:14][C:15]([C:17]3[CH:22]=[CH:21][C:20]([C:23](=[O:25])[CH3:24])=[CH:19][CH:18]=3)=[CH:16][C:8]1=2)=[O:6].[Br-].[Li+].N1CCNCC1.Cl. (7) Reactant: C([O:3][C:4]([C:6]1[S:27][C:9]2[N:10]=[C:11]([NH2:26])[N:12]=[C:13]([C:14]([C:17]3[CH:25]=[CH:24][C:20]4[O:21][CH2:22][O:23][C:19]=4[CH:18]=3)=[N:15][OH:16])[C:8]=2[CH:7]=1)=[O:5])C.O. Product: [NH2:26][C:11]1[N:12]=[C:13]([C:14]([C:17]2[CH:25]=[CH:24][C:20]3[O:21][CH2:22][O:23][C:19]=3[CH:18]=2)=[N:15][OH:16])[C:8]2[CH:7]=[C:6]([C:4]([OH:5])=[O:3])[S:27][C:9]=2[N:10]=1. The catalyst class is: 494.